From a dataset of Forward reaction prediction with 1.9M reactions from USPTO patents (1976-2016). Predict the product of the given reaction. Given the reactants C(OC(C1C=C(C2C=CC(C[Br:19])=CC=2)C=CC=1)=O)C.[CH2:20]([O:22][C:23]([C:25]1[CH:26]=[C:27]([C:31]2[CH:36]=[CH:35][CH:34]=[CH:33][C:32]=2[CH3:37])[CH:28]=[CH:29][CH:30]=1)=[O:24])[CH3:21].BrN1C(=O)CCC1=O.N(C(C)(C)C#N)=NC(C)(C)C#N, predict the reaction product. The product is: [CH2:20]([O:22][C:23]([C:25]1[CH:26]=[C:27]([C:31]2[CH:36]=[CH:35][CH:34]=[CH:33][C:32]=2[CH2:37][Br:19])[CH:28]=[CH:29][CH:30]=1)=[O:24])[CH3:21].